From a dataset of Catalyst prediction with 721,799 reactions and 888 catalyst types from USPTO. Predict which catalyst facilitates the given reaction. (1) Reactant: [NH2:1][C:2]1[CH:3]=[C:4]([N:8]2[C:13](=[O:14])[C:12]([CH2:15][C:16]3[CH:21]=[CH:20][CH:19]=[CH:18][CH:17]=3)=[N:11][C:10]3[CH:22]=[CH:23][CH:24]=[N:25][C:9]2=3)[CH:5]=[CH:6][CH:7]=1.C(N(CC)CC)C.CO[C:35](=[O:39])[C:36](Cl)=[O:37].[C:40](=O)(O)[O-:41].[Na+]. Product: [CH2:15]([C:12]1[C:13](=[O:14])[N:8]([C:4]2[CH:5]=[CH:6][CH:7]=[C:2]([N:1]([O:41][CH3:40])[C:35](=[O:39])[CH:36]=[O:37])[CH:3]=2)[C:9]2[N:25]=[CH:24][CH:23]=[CH:22][C:10]=2[N:11]=1)[C:16]1[CH:21]=[CH:20][CH:19]=[CH:18][CH:17]=1. The catalyst class is: 96. (2) Reactant: [CH:1]1[N:5]=[CH:4][N:3]([C:6]([N:8]2C=N[CH:10]=[CH:9]2)=[O:7])[CH:2]=1.[CH3:13]CN(C(C)C)C(C)C.N[C@H]1[CH2:39][C@@H:38]2[C@@:26]([CH3:49])([C@@H:27]3[C@@H:35]([CH2:36][CH2:37]2)[C@:34]2([OH:40])[C@@:30]([CH3:48])([C@@H:31]([C:41]4[CH:42]=[CH:43][C:44](=[O:47])[O:45][CH:46]=4)[CH2:32][CH2:33]2)[CH2:29][CH2:28]3)[CH2:25]C1.N1CCNCC1. The catalyst class is: 2. Product: [OH:40][C@:34]12[CH2:33][CH2:32][C@H:31]([C:41]3[CH:42]=[CH:43][C:44](=[O:47])[O:45][CH:46]=3)[C@@:30]1([CH3:48])[CH2:29][CH2:28][C@H:27]1[C@H:35]2[CH2:36][CH2:37][C@H:38]2[C@:26]1([CH3:25])[CH2:49][CH2:10][C@@H:9]([NH:8][C:6]([N:3]1[CH2:2][CH2:1][NH:5][CH2:4][CH2:13]1)=[O:7])[CH2:39]2. (3) Reactant: [N:1]1([CH2:6][CH2:7][N:8]2[C:16]3[C:11](=[CH:12][CH:13]=[CH:14][C:15]=3[CH3:17])[C:10]([C:18]([OH:20])=O)=[CH:9]2)[CH:5]=[CH:4][N:3]=[CH:2]1.CCN(C(C)C)C(C)C.Cl.[F:31][C:32]([F:51])([F:50])[C:33]([NH:35][CH2:36][C:37]1[CH:42]=[CH:41][C:40]([F:43])=[C:39]([CH:44]2[CH2:49][CH2:48][NH:47][CH2:46][CH2:45]2)[CH:38]=1)=[O:34].CCN=C=NCCCN(C)C. Product: [F:50][C:32]([F:31])([F:51])[C:33]([NH:35][CH2:36][C:37]1[CH:42]=[CH:41][C:40]([F:43])=[C:39]([CH:44]2[CH2:49][CH2:48][N:47]([C:18]([C:10]3[C:11]4[C:16](=[C:15]([CH3:17])[CH:14]=[CH:13][CH:12]=4)[N:8]([CH2:7][CH2:6][N:1]4[CH:5]=[CH:4][N:3]=[CH:2]4)[CH:9]=3)=[O:20])[CH2:46][CH2:45]2)[CH:38]=1)=[O:34]. The catalyst class is: 2. (4) Reactant: [C:1]([O:5][C:6]([N:8]1[CH2:13][CH2:12][N:11]([CH2:14][C:15]2[CH:20]=[CH:19][C:18]([N+:21]([O-])=O)=[CH:17][CH:16]=2)[CH2:10][CH2:9]1)=[O:7])([CH3:4])([CH3:3])[CH3:2]. Product: [C:1]([O:5][C:6]([N:8]1[CH2:9][CH2:10][N:11]([CH2:14][C:15]2[CH:16]=[CH:17][C:18]([NH2:21])=[CH:19][CH:20]=2)[CH2:12][CH2:13]1)=[O:7])([CH3:4])([CH3:2])[CH3:3]. The catalyst class is: 45. (5) Reactant: [O:1]1[C:10]2[C:5](=[N:6][CH:7]=[CH:8][C:9]=2[C:11](=[CH2:27])[CH2:12][NH:13][C:14]2[CH:19]=[C:18]([C:20]3[CH:21]=[N:22][C:23]([CH3:26])=[CH:24][CH:25]=3)[N:17]=[CH:16][N:15]=2)[O:4][CH2:3][CH2:2]1. Product: [O:1]1[C:10]2[C:5](=[N:6][CH:7]=[CH:8][C:9]=2[CH:11]([CH3:27])[CH2:12][NH:13][C:14]2[CH:19]=[C:18]([C:20]3[CH:21]=[N:22][C:23]([CH3:26])=[CH:24][CH:25]=3)[N:17]=[CH:16][N:15]=2)[O:4][CH2:3][CH2:2]1. The catalyst class is: 5. (6) Reactant: [CH2:1]([C:3]1[CH:4]=[CH:5][C:6]([O:17][CH2:18][CH2:19][CH:20]([OH:22])[CH3:21])=[C:7]([C:9]([C:11]2[CH:16]=[CH:15][CH:14]=[CH:13][CH:12]=2)=[O:10])[CH:8]=1)[CH3:2].[CH3:23][S:24](Cl)(=[O:26])=[O:25].CCN(CC)CC. Product: [C:9]([C:7]1[CH:8]=[C:3]([CH2:1][CH3:2])[CH:4]=[CH:5][C:6]=1[O:17][CH2:18][CH2:19][CH:20]([O:22][S:24]([CH3:23])(=[O:26])=[O:25])[CH3:21])(=[O:10])[C:11]1[CH:12]=[CH:13][CH:14]=[CH:15][CH:16]=1. The catalyst class is: 2. (7) Reactant: [Cl:1][C:2]1[CH:7]=[C:6]([F:8])[CH:5]=[CH:4][C:3]=1[O:9][CH2:10][CH2:11][F:12].[Li]CCCC.CN([CH:21]=[O:22])C. Product: [Cl:1][C:2]1[C:3]([O:9][CH2:10][CH2:11][F:12])=[CH:4][CH:5]=[C:6]([F:8])[C:7]=1[CH:21]=[O:22]. The catalyst class is: 1. (8) Reactant: [CH:1]([O:8][CH2:9][CH3:10])([O:5][CH2:6][CH3:7])OCC.B(F)(F)F.CCOCC.[F:20][C:21]1[CH:22]=[C:23]2[C:40](=[CH:41][CH:42]=1)[O:39][C:26]1([CH2:31][CH2:30][N:29]([C:32]([O:34][C:35]([CH3:38])([CH3:37])[CH3:36])=[O:33])[CH2:28][CH2:27]1)[CH2:25][C:24]2=[O:43].CCN(C(C)C)C(C)C.C(=O)(O)[O-].[Na+]. Product: [CH2:9]([O:8][CH:1]([O:5][CH2:6][CH3:7])[CH:25]1[C:26]2([CH2:27][CH2:28][N:29]([C:32]([O:34][C:35]([CH3:36])([CH3:37])[CH3:38])=[O:33])[CH2:30][CH2:31]2)[O:39][C:40]2[C:23](=[CH:22][C:21]([F:20])=[CH:42][CH:41]=2)[C:24]1=[O:43])[CH3:10]. The catalyst class is: 4.